Predict the reactants needed to synthesize the given product. From a dataset of Full USPTO retrosynthesis dataset with 1.9M reactions from patents (1976-2016). Given the product [Cl:33][C:34]1[CH:35]=[C:36]([CH:39]=[CH:40][C:41]=1[OH:42])[CH2:37][NH:1][C:2]1[N:3]=[CH:4][C:5]2[CH:10]=[C:9]([C:11]3[C:16]([Cl:17])=[CH:15][CH:14]=[CH:13][C:12]=3[Cl:18])[N:8]([CH2:19][C@@H:20]3[CH2:25][CH2:24][CH2:23][N:22]([C:26]([O:28][C:29]([CH3:32])([CH3:31])[CH3:30])=[O:27])[CH2:21]3)[C:6]=2[N:7]=1, predict the reactants needed to synthesize it. The reactants are: [NH2:1][C:2]1[N:3]=[CH:4][C:5]2[CH:10]=[C:9]([C:11]3[C:16]([Cl:17])=[CH:15][CH:14]=[CH:13][C:12]=3[Cl:18])[N:8]([CH2:19][C@@H:20]3[CH2:25][CH2:24][CH2:23][N:22]([C:26]([O:28][C:29]([CH3:32])([CH3:31])[CH3:30])=[O:27])[CH2:21]3)[C:6]=2[N:7]=1.[Cl:33][C:34]1[CH:35]=[C:36]([CH:39]=[CH:40][C:41]=1[OH:42])[CH:37]=O.C(O[BH-](OC(=O)C)OC(=O)C)(=O)C.[Na+].C(O)(C(F)(F)F)=O.